Dataset: Catalyst prediction with 721,799 reactions and 888 catalyst types from USPTO. Task: Predict which catalyst facilitates the given reaction. (1) The catalyst class is: 1. Product: [C:15]([CH:5]([CH:6]([C:21]1[CH:22]=[CH:23][CH:24]=[CH:25][C:20]=1[O:19][CH3:18])[C:7]1[CH:12]=[CH:11][CH:10]=[CH:9][C:8]=1[O:13][CH3:14])[C:4]([O:3][CH2:1][CH3:2])=[O:17])#[N:16]. Reactant: [CH2:1]([O:3][C:4](=[O:17])[C:5]([C:15]#[N:16])=[CH:6][C:7]1[CH:12]=[CH:11][CH:10]=[CH:9][C:8]=1[O:13][CH3:14])[CH3:2].[CH3:18][O:19][C:20]1[CH:25]=[CH:24][CH:23]=[CH:22][C:21]=1[Mg]Br. (2) Reactant: [N-:1]=[N+:2]=[N-:3].[Na+].C(Cl)Cl.[F:8][C:9]([S:12](O[S:12]([C:9]([F:11])([F:10])[F:8])(=[O:14])=[O:13])(=[O:14])=[O:13])([F:11])[F:10]. Product: [S:12]([N:1]=[N+:2]=[N-:3])([C:9]([F:11])([F:10])[F:8])(=[O:14])=[O:13]. The catalyst class is: 6. (3) Reactant: [NH2:1][C:2]1[C:7]([NH2:8])=[CH:6][CH:5]=[CH:4][C:3]=1[OH:9].[C:10](N1C=CN=C1)(=[O:18])[C:11](N1C=CN=C1)=[O:12]. Product: [OH:9][C:3]1[CH:4]=[CH:5][CH:6]=[C:7]2[C:2]=1[NH:1][C:10](=[O:18])[C:11](=[O:12])[NH:8]2. The catalyst class is: 7.